Dataset: Forward reaction prediction with 1.9M reactions from USPTO patents (1976-2016). Task: Predict the product of the given reaction. (1) Given the reactants [CH3:1][C:2]1[C:7]2[N:8]=[CH:9][CH:10]=[CH:11][C:6]=2[C:5](=[O:12])[NH:4][N:3]=1.C1C(=O)N([Br:20])C(=O)C1.C(OOC(=O)C1C=CC=CC=1)(=O)C1C=CC=CC=1, predict the reaction product. The product is: [Br:20][CH2:1][C:2]1[C:7]2[N:8]=[CH:9][CH:10]=[CH:11][C:6]=2[C:5](=[O:12])[NH:4][N:3]=1. (2) Given the reactants C(OC([NH:11][CH:12]([CH2:23][CH2:24][P:25]([O:29][C:30]1[CH:35]=[CH:34][C:33]([CH2:36][C:37]([O:39]CC2C=CC=CC=2)=[O:38])=[CH:32][CH:31]=1)([O:27][CH3:28])=[O:26])[C:13]([O:15]CC1C=CC=CC=1)=[O:14])=O)C1C=CC=CC=1.[H][H], predict the reaction product. The product is: [NH2:11][CH:12]([CH2:23][CH2:24][P:25]([O:29][C:30]1[CH:31]=[CH:32][C:33]([CH2:36][C:37]([OH:39])=[O:38])=[CH:34][CH:35]=1)([O:27][CH3:28])=[O:26])[C:13]([OH:15])=[O:14].